Task: Predict the reactants needed to synthesize the given product.. Dataset: Full USPTO retrosynthesis dataset with 1.9M reactions from patents (1976-2016) Given the product [CH3:1][C:2]1[CH:11]=[CH:10][C:5]([C:6]([OH:8])=[O:7])=[CH:4][C:3]=1[C:12]1[CH:17]=[C:16]([N:18]2[CH2:19][CH2:20][O:21][CH2:22][CH2:23]2)[N:15]([CH3:24])[C:14](=[O:25])[CH:13]=1, predict the reactants needed to synthesize it. The reactants are: [CH3:1][C:2]1[CH:11]=[CH:10][C:5]([C:6]([O:8]C)=[O:7])=[CH:4][C:3]=1[C:12]1[CH:17]=[C:16]([N:18]2[CH2:23][CH2:22][O:21][CH2:20][CH2:19]2)[N:15]([CH3:24])[C:14](=[O:25])[CH:13]=1.C1COCC1.[OH-].[Li+].Cl.